From a dataset of Forward reaction prediction with 1.9M reactions from USPTO patents (1976-2016). Predict the product of the given reaction. Given the reactants [Br:1][C:2]1[CH:3]=[N:4][CH:5]=[C:6]([Br:8])[CH:7]=1.ClC1C=CC=C(C(OO)=[O:17])C=1, predict the reaction product. The product is: [Br:1][C:2]1[CH:3]=[N+:4]([O-:17])[CH:5]=[C:6]([Br:8])[CH:7]=1.